Dataset: Retrosynthesis with 50K atom-mapped reactions and 10 reaction types from USPTO. Task: Predict the reactants needed to synthesize the given product. (1) Given the product Cc1ccncc1Cn1nnnc1-c1ccc(Cl)c(Cl)c1, predict the reactants needed to synthesize it. The reactants are: Cc1ccncc1CCl.Clc1ccc(-c2nnn[nH]2)cc1Cl. (2) Given the product CC(=O)N1c2ccc(-c3ccc(C(=O)O)cn3)cc2[C@H](NC(=O)OC(C)(C)C)C[C@@H]1C, predict the reactants needed to synthesize it. The reactants are: COC(=O)c1ccc(-c2ccc3c(c2)[C@H](NC(=O)OC(C)(C)C)C[C@H](C)N3C(C)=O)nc1. (3) Given the product CC(C)(C)OC(=O)N[C@H]1CCCC[C@H]1N=[N+]=[N-], predict the reactants needed to synthesize it. The reactants are: CC(C)(C)OC(=O)N[C@H]1CCCC[C@@H]1OS(C)(=O)=O.[N-]=[N+]=[N-]. (4) Given the product CCn1ccc(C(=O)Nc2cc(Oc3ccc4nc(NC(=O)C5CC5)cn4n3)ccc2F)n1, predict the reactants needed to synthesize it. The reactants are: CCn1ccc(C(=O)O)n1.Nc1cc(Oc2ccc3nc(NC(=O)C4CC4)cn3n2)ccc1F. (5) Given the product O=C1NC(=O)/C(=C/c2cnn3c(NC4CC4)cc(NC4CCCC4)nc23)N1, predict the reactants needed to synthesize it. The reactants are: O=C1CNC(=O)N1.O=Cc1cnn2c(NC3CC3)cc(NC3CCCC3)nc12. (6) Given the product COC(=O)c1cnc(Cl)c(-c2ccc(Cl)cc2)c1, predict the reactants needed to synthesize it. The reactants are: COC(=O)c1cnc(Cl)c(Br)c1.OB(O)c1ccc(Cl)cc1. (7) The reactants are: C=C(C)Br.OB(O)c1cc(Br)cc(Br)c1. Given the product C=C(C)c1cc(Br)cc(Br)c1, predict the reactants needed to synthesize it.